From a dataset of Peptide-MHC class II binding affinity with 134,281 pairs from IEDB. Regression. Given a peptide amino acid sequence and an MHC pseudo amino acid sequence, predict their binding affinity value. This is MHC class II binding data. (1) The peptide sequence is PEKEVLMWKFDSRLAFHH. The MHC is HLA-DQA10501-DQB10201 with pseudo-sequence HLA-DQA10501-DQB10201. The binding affinity (normalized) is 0.173. (2) The peptide sequence is KAQGKTLGVNMVRRG. The MHC is HLA-DQA10201-DQB10402 with pseudo-sequence HLA-DQA10201-DQB10402. The binding affinity (normalized) is 0.530. (3) The peptide sequence is ASQDVKNWMTETLLV. The MHC is DRB5_0101 with pseudo-sequence DRB5_0101. The binding affinity (normalized) is 0.210.